From a dataset of Full USPTO retrosynthesis dataset with 1.9M reactions from patents (1976-2016). Predict the reactants needed to synthesize the given product. (1) Given the product [Cl:1][C:2]1[CH:3]=[CH:4][C:5]([C:6]([NH:46][CH2:47][C:48]2[N:49]=[CH:50][N:51]([C:53]3[CH:54]=[CH:55][C:56]([N:59]4[CH:64]=[CH:63][CH:62]=[CH:61][C:60]4=[O:65])=[CH:57][CH:58]=3)[CH:52]=2)=[O:8])=[CH:9][CH:10]=1, predict the reactants needed to synthesize it. The reactants are: [Cl:1][C:2]1[CH:10]=[CH:9][C:5]([C:6]([OH:8])=O)=[CH:4][CH:3]=1.C(N(CC)CC)C.F[P-](F)(F)(F)(F)F.N1(O[P+](N(C)C)(N(C)C)N(C)C)C2C=CC=CC=2N=N1.Cl.[NH2:46][CH2:47][C:48]1[N:49]=[CH:50][N:51]([C:53]2[CH:58]=[CH:57][C:56]([N:59]3[CH:64]=[CH:63][CH:62]=[CH:61][C:60]3=[O:65])=[CH:55][CH:54]=2)[CH:52]=1. (2) Given the product [CH:1]1([CH2:4][N:5]([CH2:15][CH2:16][CH3:17])[C:6]2[N:11]=[CH:10][N:9]=[C:8]([C:12]([NH:34][C:29]3[CH:30]=[CH:31][CH:32]=[C:33]4[C:28]=3[CH:27]=[N:26][NH:25]4)=[O:14])[CH:7]=2)[CH2:2][CH2:3]1, predict the reactants needed to synthesize it. The reactants are: [CH:1]1([CH2:4][N:5]([CH2:15][CH2:16][CH3:17])[C:6]2[N:11]=[CH:10][N:9]=[C:8]([C:12]([OH:14])=O)[CH:7]=2)[CH2:3][CH2:2]1.C(N(CC)CC)C.[NH:25]1[C:33]2[CH:32]=[CH:31][CH:30]=[C:29]([NH2:34])[C:28]=2[CH:27]=[N:26]1. (3) Given the product [CH:1]1([C@@:7]2([CH3:10])[CH2:9][O:8]2)[CH2:6][CH2:5][CH2:4][CH2:3][CH2:2]1, predict the reactants needed to synthesize it. The reactants are: [CH:1]1([C:7]2([CH3:10])[CH2:9][O:8]2)[CH2:6][CH2:5][CH2:4][CH2:3][CH2:2]1.[N-]=[N+]=[N-].[Na+]. (4) Given the product [C:1]([C:4]1[CH:5]=[N:6][C:7]2[C:12]([C:13]=1[NH:14][C:15]1[CH:16]=[CH:17][C:18]([N:21]3[CH2:26][CH2:25][N:24]([C:27]([O:29][C:30]([CH3:33])([CH3:32])[CH3:31])=[O:28])[CH2:23][CH2:22]3)=[N:19][CH:20]=1)=[CH:11][C:10]([C:40]1[CH:41]=[C:36]([Cl:35])[C:37]([OH:52])=[C:38]([Cl:51])[CH:39]=1)=[CH:9][CH:8]=2)(=[O:3])[CH3:2], predict the reactants needed to synthesize it. The reactants are: [C:1]([C:4]1[CH:5]=[N:6][C:7]2[C:12]([C:13]=1[NH:14][C:15]1[CH:16]=[CH:17][C:18]([N:21]3[CH2:26][CH2:25][N:24]([C:27]([O:29][C:30]([CH3:33])([CH3:32])[CH3:31])=[O:28])[CH2:23][CH2:22]3)=[N:19][CH:20]=1)=[CH:11][C:10](Br)=[CH:9][CH:8]=2)(=[O:3])[CH3:2].[Cl:35][C:36]1[CH:41]=[C:40](B2OC(C)(C)C(C)(C)O2)[CH:39]=[C:38]([Cl:51])[C:37]=1[OH:52]. (5) Given the product [NH2:1][C@H:2]([C:10]([OH:12])=[O:11])[CH2:3][C:4]1[CH:5]=[CH:24][C:17]([OH:19])=[CH:16][CH:15]=1, predict the reactants needed to synthesize it. The reactants are: [NH2:1][C@H:2]([C:10]([OH:12])=[O:11])[CH2:3][CH2:4][CH2:5]NC(N)=O.N[C@H](C(O)=O)[CH2:15][CH2:16][C:17](=[O:19])N.N[C@H:24](C(O)=O)CCCNC(=N)N. (6) Given the product [CH3:3][CH:2]([CH2:4][CH2:5][CH2:6][C@H:7]([C@@H:9]1[C@:26]2([CH3:27])[C:12]([C:13]3[CH2:14][CH2:15][CH:16]4[C@:21]([C:23]=3[CH2:24][CH2:25]2)([CH3:22])[CH2:20][CH:19]=[CH:18][CH2:17]4)=[CH:11][CH2:10]1)[CH3:8])[CH3:1], predict the reactants needed to synthesize it. The reactants are: [CH3:1][CH:2]([CH2:4][CH2:5][CH2:6][C@H:7]([C@@H:9]1[C@:26]2([CH3:27])[C:12]([C:13]3[CH2:14][CH2:15][CH:16]4[C@:21]([C:23]=3[CH2:24][CH2:25]2)([CH3:22])[CH2:20][CH2:19][C@H:18](O)[CH2:17]4)=[CH:11][CH2:10]1)[CH3:8])[CH3:3].C(N(S(F)(F)F)CC)C.O. (7) The reactants are: [OH:1][B:2]1[C:6]2[CH:7]=[C:8]([CH:11]=O)[CH:9]=[CH:10][C:5]=2[C:4]([CH3:14])([CH3:13])[O:3]1.[CH3:15][N+:16]([O-:18])=[O:17].CC(=O)OCC. Given the product [CH3:13][C:4]1([CH3:14])[O:3][B:2]([OH:1])[C:6]2[CH:7]=[C:8](/[CH:11]=[CH:15]/[N+:16]([O-:18])=[O:17])[CH:9]=[CH:10][C:5]1=2, predict the reactants needed to synthesize it. (8) Given the product [CH3:20][O:9][C:8]([C:5]1[CH:4]=[N:3][C:2]([CH:1]=[CH:13][N:14]([CH3:16])[CH3:15])=[CH:7][N:6]=1)=[O:10], predict the reactants needed to synthesize it. The reactants are: [CH3:1][C:2]1[N:3]=[CH:4][C:5]([C:8]([OH:10])=[O:9])=[N:6][CH:7]=1.CO[CH:13](OC)[N:14]([CH3:16])[CH3:15].O.[CH3:20]N(C)C=O. (9) Given the product [OH:9][C:10]1[CH:15]=[C:14]([CH2:16][CH:17]([CH3:22])[C:18](=[O:21])[CH2:19][CH3:20])[CH:13]=[CH:12][C:11]=1[N:23]1[S:27](=[O:29])(=[O:28])[NH:26][C:25](=[O:30])[CH2:24]1, predict the reactants needed to synthesize it. The reactants are: [K].C([O:9][C:10]1[CH:15]=[C:14]([CH2:16][CH:17]([CH3:22])[C:18](=[O:21])[CH2:19][CH3:20])[CH:13]=[CH:12][C:11]=1[N:23]1[S:27](=[O:29])(=[O:28])[NH:26][C:25](=[O:30])[CH2:24]1)C1C=CC=CC=1.